Dataset: Catalyst prediction with 721,799 reactions and 888 catalyst types from USPTO. Task: Predict which catalyst facilitates the given reaction. (1) Reactant: [F:1][C:2]([F:38])([F:37])[C:3]1[CH:4]=[C:5]([C@H:13]([O:15][C@@H:16]2[C@@H:23]([C:24]3[CH:29]=[CH:28][C:27]([F:30])=[CH:26][CH:25]=3)[C@H:22]3[N:18]([C:19](=[O:36])[C:20]([CH3:35])([C:31]([O:33]C)=[O:32])[CH2:21]3)[CH2:17]2)[CH3:14])[CH:6]=[C:7]([C:9]([F:12])([F:11])[F:10])[CH:8]=1.[OH-].[Li+]. Product: [F:38][C:2]([F:1])([F:37])[C:3]1[CH:4]=[C:5]([C@H:13]([O:15][C@@H:16]2[C@@H:23]([C:24]3[CH:29]=[CH:28][C:27]([F:30])=[CH:26][CH:25]=3)[C@H:22]3[N:18]([C:19](=[O:36])[C:20]([CH3:35])([C:31]([OH:33])=[O:32])[CH2:21]3)[CH2:17]2)[CH3:14])[CH:6]=[C:7]([C:9]([F:11])([F:12])[F:10])[CH:8]=1. The catalyst class is: 278. (2) Reactant: Cl.[Cl:2][C:3]1[C:4]([F:22])=[C:5]([CH:19]=[CH:20][CH:21]=1)[CH2:6][NH:7][C:8]([C@@H:10]1[CH2:18][C:17]2[C:12](=[CH:13][CH:14]=[CH:15][CH:16]=2)[NH:11]1)=[O:9].CCN(CC)CC.[N:30]([C:33]1[C:41]2[C:36](=[CH:37][CH:38]=[CH:39][CH:40]=2)[N:35]([C:42]([NH2:44])=[O:43])[CH:34]=1)=[C:31]=[O:32]. Product: [C:42]([N:35]1[C:36]2[C:41](=[CH:40][CH:39]=[CH:38][CH:37]=2)[C:33]([NH:30][C:31]([N:11]2[C:12]3[C:17](=[CH:16][CH:15]=[CH:14][CH:13]=3)[CH2:18][C@H:10]2[C:8]([NH:7][CH2:6][C:5]2[CH:19]=[CH:20][CH:21]=[C:3]([Cl:2])[C:4]=2[F:22])=[O:9])=[O:32])=[CH:34]1)(=[O:43])[NH2:44]. The catalyst class is: 20.